Dataset: Forward reaction prediction with 1.9M reactions from USPTO patents (1976-2016). Task: Predict the product of the given reaction. (1) Given the reactants [F:1][C:2]([F:36])([F:35])[C:3]1[CH:34]=[CH:33][C:6]2[NH:7][C:8]([C:10]3[CH:11]=[CH:12][C:13]([N:16]4[CH2:21][CH2:20][CH:19]([O:22][C:23]5[CH:24]=[C:25]([CH:30]=[CH:31][CH:32]=5)[C:26]([O:28]C)=[O:27])[CH2:18][CH2:17]4)=[N:14][CH:15]=3)=[N:9][C:5]=2[CH:4]=1.O.[OH-].[Li+], predict the reaction product. The product is: [F:36][C:2]([F:1])([F:35])[C:3]1[CH:34]=[CH:33][C:6]2[NH:7][C:8]([C:10]3[CH:11]=[CH:12][C:13]([N:16]4[CH2:17][CH2:18][CH:19]([O:22][C:23]5[CH:24]=[C:25]([CH:30]=[CH:31][CH:32]=5)[C:26]([OH:28])=[O:27])[CH2:20][CH2:21]4)=[N:14][CH:15]=3)=[N:9][C:5]=2[CH:4]=1. (2) Given the reactants [F:1][C:2]1[CH:9]=[CH:8][C:7]([CH2:10][O:11][N:12]=[C:13]2[CH2:18][CH2:17][NH:16][CH2:15][CH2:14]2)=[CH:6][C:3]=1[C:4]#[N:5].[F:19][C:20]1[CH:25]=[CH:24][C:23]([CH2:26][C:27](O)=[O:28])=[CH:22][CH:21]=1.ON1C2C=CC=CC=2N=N1.Cl.C(N=C=NCCCN(C)C)C, predict the reaction product. The product is: [F:1][C:2]1[CH:9]=[CH:8][C:7]([CH:10]([O:11][N:12]=[C:13]2[CH2:14][CH2:15][NH:16][CH2:17][CH2:18]2)[C:27](=[O:28])[CH2:26][C:23]2[CH:24]=[CH:25][C:20]([F:19])=[CH:21][CH:22]=2)=[CH:6][C:3]=1[C:4]#[N:5]. (3) The product is: [C:16]([NH:20][S:21]([C:24]1[CH:29]=[CH:28][CH:27]=[CH:26][C:25]=1[C:30]1[CH:35]=[CH:34][C:33]([NH:36][C:10]([C@@H:9]2[CH2:13][CH2:14][CH2:15][N:8]2[C:1]([O:3][C:4]([CH3:5])([CH3:6])[CH3:7])=[O:2])=[O:12])=[CH:32][CH:31]=1)(=[O:23])=[O:22])([CH3:19])([CH3:17])[CH3:18]. Given the reactants [C:1]([N:8]1[CH2:15][CH2:14][CH2:13][C@H:9]1[C:10]([OH:12])=O)([O:3][C:4]([CH3:7])([CH3:6])[CH3:5])=[O:2].[C:16]([NH:20][S:21]([C:24]1[C:25]([C:30]2[CH:35]=[CH:34][C:33]([NH2:36])=[CH:32][CH:31]=2)=[CH:26][CH:27]=[CH:28][CH:29]=1)(=[O:23])=[O:22])([CH3:19])([CH3:18])[CH3:17].O.ON1C2C=CC=CC=2N=N1.CN1CCOCC1.Cl.CN(C)CCCN=C=NCC, predict the reaction product. (4) Given the reactants [CH3:1][N:2]1[C:10]2[C:5](=[CH:6][C:7]([C:11]#[N:12])=[CH:8][CH:9]=2)[CH:4]=[N:3]1.Cl.[NH2:14][OH:15].C(=O)(O)[O-].[Na+], predict the reaction product. The product is: [OH:15][N:14]=[C:11]([C:7]1[CH:6]=[C:5]2[C:10](=[CH:9][CH:8]=1)[N:2]([CH3:1])[N:3]=[CH:4]2)[NH2:12]. (5) Given the reactants [N:1]1[CH:2]=[C:3]([CH2:10][C:11]([OH:13])=O)[N:4]2[CH:9]=[CH:8][CH:7]=[CH:6][C:5]=12.[P:14]([OH:17])([OH:16])[OH:15].P(Cl)(Cl)Cl, predict the reaction product. The product is: [CH:7]1[CH:8]=[CH:9][N:4]2[C:3]([CH2:10][C:11]([P:14]([OH:17])([OH:16])=[O:15])([P:14]([OH:17])([OH:16])=[O:15])[OH:13])=[CH:2][N:1]=[C:5]2[CH:6]=1. (6) Given the reactants [C:1]1([CH2:7][CH2:8][CH2:9][N:10]2[CH2:15][CH2:14][N:13]([CH:16]3[CH2:21][CH2:20][CH2:19][CH2:18][CH2:17]3)[CH2:12][CH2:11]2)[CH:6]=[CH:5][CH:4]=[CH:3][CH:2]=1.[Cl:22]CCl, predict the reaction product. The product is: [ClH:22].[C:1]1([CH2:7][CH2:8][CH2:9][N:10]2[CH2:15][CH2:14][N:13]([CH:16]3[CH2:21][CH2:20][CH2:19][CH2:18][CH2:17]3)[CH2:12][CH2:11]2)[CH:6]=[CH:5][CH:4]=[CH:3][CH:2]=1. (7) Given the reactants [CH3:1][O:2][C:3]1[CH:4]=[C:5]2[C:10](=[CH:11][C:12]=1[O:13][CH3:14])[N:9]=[CH:8][CH:7]=[C:6]2[O:15][C:16]1[CH:22]=[CH:21][C:19]([NH2:20])=[CH:18][CH:17]=1.Cl[C:24](Cl)([O:26]C(=O)OC(Cl)(Cl)Cl)Cl.[CH3:35][N:36]1[CH2:41][CH2:40][N:39]([CH2:42][CH2:43][CH:44]([OH:48])[CH2:45][CH2:46][CH3:47])[CH2:38][CH2:37]1.C(=O)(O)[O-].[Na+], predict the reaction product. The product is: [CH3:1][O:2][C:3]1[CH:4]=[C:5]2[C:10](=[CH:11][C:12]=1[O:13][CH3:14])[N:9]=[CH:8][CH:7]=[C:6]2[O:15][C:16]1[CH:22]=[CH:21][C:19]([NH:20][C:24](=[O:26])[O:48][CH:44]([CH2:43][CH2:42][N:39]2[CH2:40][CH2:41][N:36]([CH3:35])[CH2:37][CH2:38]2)[CH2:45][CH2:46][CH3:47])=[CH:18][CH:17]=1.